Dataset: Forward reaction prediction with 1.9M reactions from USPTO patents (1976-2016). Task: Predict the product of the given reaction. (1) Given the reactants [OH:1][C@H:2]1[CH2:6][N:5]([C:7]([O:9][C:10]([CH3:13])([CH3:12])[CH3:11])=[O:8])[C@H:4]([C:14](N(OC)C)=[O:15])[CH2:3]1.[H-].[Al+3].[Li+].[H-].[H-].[H-], predict the reaction product. The product is: [CH:14]([C@@H:4]1[CH2:3][C@@H:2]([OH:1])[CH2:6][N:5]1[C:7]([O:9][C:10]([CH3:13])([CH3:12])[CH3:11])=[O:8])=[O:15]. (2) Given the reactants [C:1]([CH:3]1[CH2:8][CH2:7][N:6]([C:9]([N:11]2[CH2:16][CH:15]([C:17]3[CH:22]=[CH:21][C:20]([O:23][C:24]([F:27])([F:26])[F:25])=[CH:19][CH:18]=3)[CH2:14][CH:13]([C:28]([OH:30])=O)[CH2:12]2)=[O:10])[CH2:5][CH2:4]1)#[N:2].O[N:32]=[C:33]([NH2:36])[CH2:34][CH3:35], predict the reaction product. The product is: [CH2:34]([C:33]1[N:36]=[C:28]([CH:13]2[CH2:14][CH:15]([C:17]3[CH:22]=[CH:21][C:20]([O:23][C:24]([F:27])([F:25])[F:26])=[CH:19][CH:18]=3)[CH2:16][N:11]([C:9]([N:6]3[CH2:5][CH2:4][CH:3]([C:1]#[N:2])[CH2:8][CH2:7]3)=[O:10])[CH2:12]2)[O:30][N:32]=1)[CH3:35].